This data is from Forward reaction prediction with 1.9M reactions from USPTO patents (1976-2016). The task is: Predict the product of the given reaction. (1) The product is: [CH3:22][O:23][C:27]([C:2]1[CH:3]=[C:4]2[C:9](=[CH:10][CH:11]=1)[O:8][CH2:7][C:6]([C:12]([OH:14])=[O:13])=[CH:5]2)=[O:28]. Given the reactants Br[C:2]1[CH:3]=[C:4]2[C:9](=[CH:10][CH:11]=1)[O:8][CH2:7][C:6]([C:12]([OH:14])=[O:13])=[CH:5]2.CCN(CC)CC.[CH3:22][OH:23].CN([CH:27]=[O:28])C, predict the reaction product. (2) Given the reactants [NH:1]1[C:5]2=[N:6][CH:7]=[CH:8][CH:9]=[C:4]2[C:3]([CH:10]=[C:11]2[S:15][C:14](=[S:16])[NH:13][C:12]2=[O:17])=[CH:2]1.[CH3:18]I, predict the reaction product. The product is: [CH3:18][S:16][C:14]1[S:15][C:11](=[CH:10][C:3]2[C:4]3[C:5](=[N:6][CH:7]=[CH:8][CH:9]=3)[NH:1][CH:2]=2)[C:12](=[O:17])[N:13]=1. (3) Given the reactants [OH:1][C:2]([CH3:38])([CH3:37])[CH2:3][CH:4]([NH:6][C:7]([C:9]1[C:17]2[C:12](=[N:13][CH:14]=[C:15]([C:18]3[C:26]4[C:21](=[CH:22][C:23]([F:27])=[CH:24][CH:25]=4)[N:20]([CH3:28])[N:19]=3)[N:16]=2)[N:11](COCC[Si](C)(C)C)[CH:10]=1)=[O:8])[CH3:5].[F-].[Cs+].C1OCCOCCOCCOCCOCCOC1.C(#N)C, predict the reaction product. The product is: [OH:1][C:2]([CH3:37])([CH3:38])[CH2:3][CH:4]([NH:6][C:7]([C:9]1[C:17]2[C:12](=[N:13][CH:14]=[C:15]([C:18]3[C:26]4[C:21](=[CH:22][C:23]([F:27])=[CH:24][CH:25]=4)[N:20]([CH3:28])[N:19]=3)[N:16]=2)[NH:11][CH:10]=1)=[O:8])[CH3:5].